From a dataset of NCI-60 drug combinations with 297,098 pairs across 59 cell lines. Regression. Given two drug SMILES strings and cell line genomic features, predict the synergy score measuring deviation from expected non-interaction effect. Drug 2: C1=CC=C(C(=C1)C(C2=CC=C(C=C2)Cl)C(Cl)Cl)Cl. Cell line: SF-539. Synergy scores: CSS=25.5, Synergy_ZIP=-0.111, Synergy_Bliss=0.585, Synergy_Loewe=-33.2, Synergy_HSA=-2.85. Drug 1: C1CN1C2=NC(=NC(=N2)N3CC3)N4CC4.